Predict the reactants needed to synthesize the given product. From a dataset of Full USPTO retrosynthesis dataset with 1.9M reactions from patents (1976-2016). (1) Given the product [Cl:1][C:2]1[CH:10]=[CH:9][CH:8]=[C:7]2[C:3]=1[C:4]([C:16]([NH:19][CH2:20][C@@:21]1([OH:28])[CH2:26][CH2:25][CH2:24][C@@H:23]([CH3:27])[CH2:22]1)=[O:18])=[CH:5][N:6]2[CH:11]1[CH2:15][CH2:14][O:13][CH2:12]1, predict the reactants needed to synthesize it. The reactants are: [Cl:1][C:2]1[CH:10]=[CH:9][CH:8]=[C:7]2[C:3]=1[C:4]([C:16]([OH:18])=O)=[CH:5][N:6]2[CH:11]1[CH2:15][CH2:14][O:13][CH2:12]1.[NH2:19][CH2:20][C@@:21]1([OH:28])[CH2:26][CH2:25][CH2:24][C@@H:23]([CH3:27])[CH2:22]1.CCN=C=NCCCN(C)C.N1(O)C2C=CC=CC=2N=N1.C(N(C(C)C)C(C)C)C. (2) Given the product [CH:38]1([C:43]#[C:44][C:33]2[CH:34]=[CH:35][C:30]([C:27]3[CH:26]=[C:25]([CH2:24][N:22]4[CH:23]=[C:18]5[N:17]=[C:16]([C:10]6[CH:11]=[CH:12][CH:13]=[C:14]([F:15])[C:9]=6[F:8])[N:37]=[C:19]5[CH:20]=[N:21]4)[O:29][N:28]=3)=[CH:31][CH:32]=2)[CH2:42][CH2:41][CH2:40][CH2:39]1, predict the reactants needed to synthesize it. The reactants are: C(N(CC)CC)C.[F:8][C:9]1[C:14]([F:15])=[CH:13][CH:12]=[CH:11][C:10]=1[C:16]1[N:37]=[C:19]2[CH:20]=[N:21][N:22]([CH2:24][C:25]3[O:29][N:28]=[C:27]([C:30]4[CH:35]=[CH:34][C:33](I)=[CH:32][CH:31]=4)[CH:26]=3)[CH:23]=[C:18]2[N:17]=1.[CH:38]1([C:43]#[CH:44])[CH2:42][CH2:41][CH2:40][CH2:39]1. (3) Given the product [Br:11][C:12]1[CH:13]=[C:14]2[C:18](=[CH:19][CH:20]=1)[N:17]([C:2]1[CH:3]=[CH:4][CH:8]=[CH:9][CH:10]=1)[C:16]([CH3:21])=[CH:15]2, predict the reactants needed to synthesize it. The reactants are: Br[C:2]1[CH:3]=[C:4]2[C:8](=[CH:9][CH:10]=1)NC=C2.[Br:11][C:12]1[CH:13]=[C:14]2[C:18](=[CH:19][CH:20]=1)[NH:17][C:16]([CH3:21])=[CH:15]2. (4) Given the product [CH2:1]([NH:3][C:4]([C:6]1[N:7]=[N:8][N:9]([C:24]2[CH:29]=[C:28]([CH:30]([CH3:31])[CH3:32])[C:27]([OH:33])=[CH:26][C:25]=2[OH:41])[C:10]=1[C:11]1[CH:16]=[CH:15][C:14]([CH2:17][N:18]2[CH2:19][CH2:20][O:21][CH2:22][CH2:23]2)=[CH:13][CH:12]=1)=[O:5])[CH3:2], predict the reactants needed to synthesize it. The reactants are: [CH2:1]([NH:3][C:4]([C:6]1[N:7]=[N:8][N:9]([C:24]2[CH:29]=[C:28]([CH:30]([CH3:32])[CH3:31])[C:27]([O:33]CC3C=CC=CC=3)=[CH:26][C:25]=2[O:41]CC2C=CC=CC=2)[C:10]=1[C:11]1[CH:16]=[CH:15][C:14]([CH2:17][N:18]2[CH2:23][CH2:22][O:21][CH2:20][CH2:19]2)=[CH:13][CH:12]=1)=[O:5])[CH3:2].[H][H]. (5) Given the product [N:2]1[CH:7]=[CH:6][CH:5]=[CH:4][C:3]=1[N:8]([CH2:34][CH2:35][C:36]([OH:38])=[O:37])[C:9]([C:11]1[CH:33]=[CH:32][C:14]2[N:15]([CH3:31])[C:16]([CH2:18][NH:19][C:20]3[CH:25]=[CH:24][C:23]([C:26](=[NH:27])[NH2:28])=[CH:22][C:21]=3[O:29][CH3:30])=[N:17][C:13]=2[CH:12]=1)=[O:10], predict the reactants needed to synthesize it. The reactants are: Cl.[N:2]1[CH:7]=[CH:6][CH:5]=[CH:4][C:3]=1[N:8]([CH2:34][CH2:35][C:36]([O:38]CC)=[O:37])[C:9]([C:11]1[CH:33]=[CH:32][C:14]2[N:15]([CH3:31])[C:16]([CH2:18][NH:19][C:20]3[CH:25]=[CH:24][C:23]([C:26](=[NH:28])[NH2:27])=[CH:22][C:21]=3[O:29][CH3:30])=[N:17][C:13]=2[CH:12]=1)=[O:10].[OH-].[Na+]. (6) Given the product [CH3:1][O:2][C:3]([C:5]1[CH:20]=[CH:19][C:8]2[N:9]([CH2:14][CH2:15][CH:16]([CH3:18])[CH3:17])[C:10]([CH2:12][Cl:23])=[N:11][C:7]=2[CH:6]=1)=[O:4], predict the reactants needed to synthesize it. The reactants are: [CH3:1][O:2][C:3]([C:5]1[CH:20]=[CH:19][C:8]2[N:9]([CH2:14][CH2:15][CH:16]([CH3:18])[CH3:17])[C:10]([CH2:12]O)=[N:11][C:7]=2[CH:6]=1)=[O:4].S(Cl)([Cl:23])=O.